This data is from Full USPTO retrosynthesis dataset with 1.9M reactions from patents (1976-2016). The task is: Predict the reactants needed to synthesize the given product. (1) Given the product [CH2:18]([C:17]1[C:11]2[S:10][C:9]([NH:8][C:6](=[O:7])[C:5]3[CH:22]=[CH:23][C:2]([F:1])=[CH:3][CH:4]=3)=[N:13][C:12]=2[C:14]([O:20][CH3:21])=[CH:15][CH:16]=1)[CH3:19], predict the reactants needed to synthesize it. The reactants are: [F:1][C:2]1[CH:23]=[CH:22][C:5]([C:6]([NH:8][C:9]2[S:10][C:11]3[C:17]([CH:18]=[CH2:19])=[CH:16][CH:15]=[C:14]([O:20][CH3:21])[C:12]=3[N:13]=2)=[O:7])=[CH:4][CH:3]=1. (2) Given the product [CH3:1][N:2]1[C:11]2[C:6](=[CH:7][CH:8]=[C:9]([CH2:12][OH:13])[CH:10]=2)[CH2:5][CH2:4][CH2:3]1, predict the reactants needed to synthesize it. The reactants are: [CH3:1][N:2]1[C:11]2[C:6](=[CH:7][CH:8]=[C:9]([C:12](OC)=[O:13])[CH:10]=2)[CH2:5][CH2:4][CH2:3]1.[H-].[H-].[H-].[H-].[Li+].[Al+3]. (3) Given the product [F:19][C:16]1[CH:15]=[CH:14][C:13]([CH2:12][O:11][C:9]2[CH:10]=[C:5]3[C:6](=[CH:7][CH:8]=2)[CH2:20][N:21]([C@@H:22]([CH3:23])[C:24]([NH2:25])=[O:26])[C:3](=[O:2])[CH2:4]3)=[CH:18][CH:17]=1, predict the reactants needed to synthesize it. The reactants are: C[O:2][C:3](=O)[CH2:4][C:5]1[CH:10]=[C:9]([O:11][CH2:12][C:13]2[CH:18]=[CH:17][C:16]([F:19])=[CH:15][CH:14]=2)[CH:8]=[CH:7][C:6]=1[CH2:20][NH:21][C@H:22]([C:24](=[O:26])[NH2:25])[CH3:23]. (4) Given the product [CH3:3][S:4][CH2:5][CH2:6][CH2:7][O:8][C:13]1[N:14]([C:25]2[CH:26]=[CH:27][C:28]([O:31][CH2:32][C:33]([F:36])([F:35])[F:34])=[CH:29][CH:30]=2)[C:15](=[O:24])[C:16]2[CH:22]=[CH:21][C:20](=[O:23])[NH:19][C:17]=2[N:18]=1, predict the reactants needed to synthesize it. The reactants are: [H-].[Na+].[CH3:3][S:4][CH2:5][CH2:6][CH2:7][OH:8].C(S[C:13]1[N:14]([C:25]2[CH:30]=[CH:29][C:28]([O:31][CH2:32][C:33]([F:36])([F:35])[F:34])=[CH:27][CH:26]=2)[C:15](=[O:24])[C:16]2[CH:22]=[CH:21][C:20](=[O:23])[NH:19][C:17]=2[N:18]=1)CC.O.